Dataset: Forward reaction prediction with 1.9M reactions from USPTO patents (1976-2016). Task: Predict the product of the given reaction. (1) Given the reactants [C:1]1([C:13](=[O:17])[C:14]([OH:16])=O)[C:11]2=[C:12]3[C:7](=[CH:8][CH:9]=[CH:10]2)[CH2:6][CH2:5][CH2:4][N:3]3[CH:2]=1.Cl.[NH2:19][CH2:20][CH2:21][CH2:22][CH2:23][CH2:24][CH2:25][C:26]([O:28][CH3:29])=[O:27], predict the reaction product. The product is: [C:1]1([C:13](=[O:17])[C:14]([NH:19][CH2:20][CH2:21][CH2:22][CH2:23][CH2:24][CH2:25][C:26]([O:28][CH3:29])=[O:27])=[O:16])[C:11]2=[C:12]3[C:7](=[CH:8][CH:9]=[CH:10]2)[CH2:6][CH2:5][CH2:4][N:3]3[CH:2]=1. (2) Given the reactants FC(F)(F)C(O)=O.[CH2:8]([O:10][CH2:11][CH2:12][O:13][C:14]1[N:22]=[C:21]2[C:17]([N:18]=[C:19]([O:23][CH3:24])[NH:20]2)=[C:16]([NH2:25])[N:15]=1)[CH3:9].C(=O)([O-])[O-].[K+].[K+].CS(O[CH2:37][CH:38]1[CH2:43][CH2:42][CH2:41][O:40][CH2:39]1)(=O)=O, predict the reaction product. The product is: [CH2:8]([O:10][CH2:11][CH2:12][O:13][C:14]1[N:22]=[C:21]2[C:17]([N:18]=[C:19]([O:23][CH3:24])[N:20]2[CH2:37][CH:38]2[CH2:43][CH2:42][CH2:41][O:40][CH2:39]2)=[C:16]([NH2:25])[N:15]=1)[CH3:9]. (3) The product is: [F:1][C:2]1[CH:7]=[C:6]([C:8]2[N:13]=[CH:12][C:11]3[C:14]([I:17])=[N:15][N:16]([CH:25]4[CH2:26][CH2:27][CH2:28][CH2:29][O:24]4)[C:10]=3[CH:9]=2)[C:5]([CH2:18][C:19]([F:20])([F:22])[F:21])=[CH:4][C:3]=1[OH:23]. Given the reactants [F:1][C:2]1[CH:7]=[C:6]([C:8]2[N:13]=[CH:12][C:11]3[C:14]([I:17])=[N:15][NH:16][C:10]=3[CH:9]=2)[C:5]([CH2:18][C:19]([F:22])([F:21])[F:20])=[CH:4][C:3]=1[OH:23].[O:24]1[CH:29]=[CH:28][CH2:27][CH2:26][CH2:25]1.CC1C=CC(S(O)(=O)=O)=CC=1, predict the reaction product. (4) Given the reactants [F:1][C:2]([F:17])([F:16])[C:3]1[CH:4]=[C:5]([CH:9]2[CH2:14][CH2:13][O:12][C:11](=[O:15])[CH2:10]2)[CH:6]=[CH:7][CH:8]=1.O.[NH2:19][NH2:20], predict the reaction product. The product is: [OH:12][CH2:13][CH2:14][CH:9]([C:5]1[CH:6]=[CH:7][CH:8]=[C:3]([C:2]([F:17])([F:16])[F:1])[CH:4]=1)[CH2:10][C:11]([NH:19][NH2:20])=[O:15]. (5) Given the reactants [H-].[H-].[H-].[H-].[Li+].[Al+3].[F:7][C:8]1([F:16])[CH2:13][CH2:12][CH:11]([C:14]#[N:15])[CH2:10][CH2:9]1, predict the reaction product. The product is: [F:7][C:8]1([F:16])[CH2:13][CH2:12][CH:11]([CH2:14][NH2:15])[CH2:10][CH2:9]1.